The task is: Regression. Given two drug SMILES strings and cell line genomic features, predict the synergy score measuring deviation from expected non-interaction effect.. This data is from Merck oncology drug combination screen with 23,052 pairs across 39 cell lines. (1) Drug 1: COc1cc(C2c3cc4c(cc3C(OC3OC5COC(C)OC5C(O)C3O)C3COC(=O)C23)OCO4)cc(OC)c1O. Drug 2: O=C(NOCC(O)CO)c1ccc(F)c(F)c1Nc1ccc(I)cc1F. Cell line: OCUBM. Synergy scores: synergy=4.81. (2) Drug 1: Cn1nnc2c(C(N)=O)ncn2c1=O. Drug 2: CS(=O)(=O)CCNCc1ccc(-c2ccc3ncnc(Nc4ccc(OCc5cccc(F)c5)c(Cl)c4)c3c2)o1. Cell line: NCIH23. Synergy scores: synergy=2.18.